This data is from Forward reaction prediction with 1.9M reactions from USPTO patents (1976-2016). The task is: Predict the product of the given reaction. (1) Given the reactants [C:1]1([Si:7]([Cl:10])([Cl:9])Cl)[CH:6]=[CH:5][CH:4]=[CH:3][CH:2]=1.[Mg].[Mg+2].[Cl-].[Cl-].[C:15]1([SiH2]Cl)[CH:20]=[CH:19][CH:18]=[CH:17][CH:16]=1, predict the reaction product. The product is: [C:15]1([Si:7]([C:1]2[CH:2]=[CH:3][CH:4]=[CH:5][CH:6]=2)([Cl:9])[Cl:10])[CH:20]=[CH:19][CH:18]=[CH:17][CH:16]=1. (2) Given the reactants [O:1]1[C:5]([C:6]2[CH:11]=[CH:10][CH:9]=[CH:8][C:7]=2[OH:12])=[CH:4][CH:3]=[N:2]1.O[CH:14]1[CH2:19][CH2:18][N:17]([S:20](/[CH:23]=[CH:24]/[C:25]2[CH:30]=[CH:29][CH:28]=[CH:27][CH:26]=2)(=[O:22])=[O:21])[CH2:16][CH2:15]1.C1(P(C2C=CC=CC=2)C2C=CC=CC=2)C=CC=CC=1.CC(OC(/N=N/C(OC(C)C)=O)=O)C, predict the reaction product. The product is: [O:1]1[C:5]([C:6]2[CH:11]=[CH:10][CH:9]=[CH:8][C:7]=2[O:12][CH:14]2[CH2:15][CH2:16][N:17]([S:20](/[CH:23]=[CH:24]/[C:25]3[CH:26]=[CH:27][CH:28]=[CH:29][CH:30]=3)(=[O:22])=[O:21])[CH2:18][CH2:19]2)=[CH:4][CH:3]=[N:2]1. (3) Given the reactants [F:1][C:2]1[CH:3]=[C:4]([CH2:9][C@@H:10]([C:28]2[C:33]([C:34]3[CH:35]=[CH:36][C:37]([F:43])=[C:38]([CH:42]=3)[C:39]([NH2:41])=[O:40])=[CH:32][CH:31]=[CH:30][N:29]=2)[NH:11][C:12](=[O:27])[CH2:13]C2C3C(=CC=C(C(F)(F)F)C=3)NC=2)[CH:5]=[C:6]([F:8])[CH:7]=1.FC(F)(F)C(O)=O.N[C@H](C1C(C2C=CC(F)=C(C=2)C(N)=O)=CC=CN=1)CC1C=C(F)C=C(F)C=1.[F:78][C:79]([F:94])([F:93])[C:80]1[C:88]2[CH2:87][CH2:86][CH2:85][CH2:84][C:83]=2[N:82](CC(O)=O)[N:81]=1, predict the reaction product. The product is: [F:1][C:2]1[CH:3]=[C:4]([CH2:9][C@@H:10]([C:28]2[C:33]([C:34]3[CH:35]=[CH:36][C:37]([F:43])=[C:38]([CH:42]=3)[C:39]([NH2:41])=[O:40])=[CH:32][CH:31]=[CH:30][N:29]=2)[NH:11][C:12](=[O:27])[CH2:13][N:82]2[C:83]3[CH2:84][CH2:85][CH2:86][CH2:87][C:88]=3[C:80]([C:79]([F:78])([F:94])[F:93])=[N:81]2)[CH:5]=[C:6]([F:8])[CH:7]=1. (4) Given the reactants [Cl:1][C:2]1[C:10]2[N:9]([CH2:11][CH3:12])[CH2:8][C@@H:7]3[CH2:13][N:14](C(OC(C)(C)C)=O)[CH2:15][CH2:16][C:5]([C:6]=23)=[CH:4][CH:3]=1.Cl.C(OCC)(=O)C.C(=O)(O)[O-].[Na+], predict the reaction product. The product is: [ClH:1].[Cl:1][C:2]1[C:10]2[N:9]([CH2:11][CH3:12])[CH2:8][C@@H:7]3[CH2:13][NH:14][CH2:15][CH2:16][C:5]([C:6]=23)=[CH:4][CH:3]=1. (5) Given the reactants [Cl:1][C:2]1[C:7]([F:8])=[CH:6][CH:5]=[CH:4][C:3]=1[N:9]1[C:13]([S:14]([C:17]2[CH:18]=[N:19][C:20](Cl)=[CH:21][CH:22]=2)(=[O:16])=[O:15])=[CH:12][C:11]([CH2:24][N:25]([CH3:33])[C:26](=[O:32])[O:27][C:28]([CH3:31])([CH3:30])[CH3:29])=[N:10]1.[Cl-].[NH4+].O1CCC[CH2:37]1, predict the reaction product. The product is: [Cl:1][C:2]1[C:7]([F:8])=[CH:6][CH:5]=[CH:4][C:3]=1[N:9]1[C:13]([S:14]([C:17]2[CH:18]=[N:19][C:20]([CH3:37])=[CH:21][CH:22]=2)(=[O:16])=[O:15])=[CH:12][C:11]([CH2:24][N:25]([CH3:33])[C:26](=[O:32])[O:27][C:28]([CH3:29])([CH3:30])[CH3:31])=[N:10]1. (6) The product is: [CH3:2][O:3][C:4](=[O:30])[C:5]([NH:78][C:35](=[O:37])[C:34]1[CH:33]=[CH:32][CH:40]=[CH:39][CH:38]=1)([NH:8][C:9]([C:11]1[C:16]([CH3:17])=[N:15][C:14]([NH:18][CH2:19][CH2:20][CH2:21][C:22]2[CH:27]=[CH:26][CH:25]=[C:24]([OH:28])[CH:23]=2)=[N:13][C:12]=1[CH3:29])=[O:10])[CH2:51][OH:55]. Given the reactants Cl.[CH3:2][O:3][C:4](=[O:30])[C@@H:5]([NH:8][C:9]([C:11]1[C:12]([CH3:29])=[N:13][C:14]([NH:18][CH2:19][CH2:20][CH2:21][C:22]2[CH:27]=[CH:26][CH:25]=[C:24]([OH:28])[CH:23]=2)=[N:15][C:16]=1[CH3:17])=[O:10])CN.O[C:32]1[CH:33]=[C:34]([CH:38]=[CH:39][CH:40]=1)[C:35]([OH:37])=O.C(N(CC)CC)C.CN([C:51]([O:55]N1N=NC2C=CC=CC1=2)=[N+](C)C)C.F[P-](F)(F)(F)(F)F.C1C=CC2N(O)N=[N:78]C=2C=1, predict the reaction product.